From a dataset of Reaction yield outcomes from USPTO patents with 853,638 reactions. Predict the reaction yield, written as a fraction of the theoretical maximum amount of product (1.0 means a 100% yield; for example, 0.34 means a 34% yield). (1) The reactants are [CH3:1][C:2]1[C:3]([CH2:8][N:9]([CH2:16][C:17]2[C:22]([CH3:23])=[CH:21][CH:20]=[CH:19][N:18]=2)[CH:10]2[CH2:15][CH2:14][NH:13][CH2:12][CH2:11]2)=[N:4][CH:5]=[CH:6][CH:7]=1.CCN(CC)CC.Br[CH2:32][CH2:33][OH:34].C([O-])(O)=O.[Na+]. The catalyst is CC#N. The product is [CH3:1][C:2]1[C:3]([CH2:8][N:9]([CH2:16][C:17]2[C:22]([CH3:23])=[CH:21][CH:20]=[CH:19][N:18]=2)[CH:10]2[CH2:15][CH2:14][N:13]([CH2:32][CH2:33][OH:34])[CH2:12][CH2:11]2)=[N:4][CH:5]=[CH:6][CH:7]=1. The yield is 0.660. (2) The reactants are [NH2:1][C:2]1[CH:7]=[C:6]([NH:8][C:9]([O:11][CH3:12])=[O:10])[CH:5]=[CH:4][C:3]=1[C:13]1[N:14]=[C:15]([C@@H:26]([NH:30][C:31](=[O:37])[O:32][C:33]([CH3:36])([CH3:35])[CH3:34])[CH2:27][CH:28]=[CH2:29])[N:16]([CH2:18][O:19][CH2:20][CH2:21][Si:22]([CH3:25])([CH3:24])[CH3:23])[CH:17]=1.[CH3:38][C@H:39]([CH:43]=[CH2:44])[C:40](O)=[O:41].CCN(C(C)C)C(C)C.CCCP1(OP(CCC)(=O)OP(CCC)(=O)O1)=O. The catalyst is C(OCC)(=O)C. The product is [CH3:12][O:11][C:9]([NH:8][C:6]1[CH:5]=[CH:4][C:3]([C:13]2[N:14]=[C:15]([C@@H:26]([NH:30][C:31](=[O:37])[O:32][C:33]([CH3:36])([CH3:35])[CH3:34])[CH2:27][CH:28]=[CH2:29])[N:16]([CH2:18][O:19][CH2:20][CH2:21][Si:22]([CH3:25])([CH3:24])[CH3:23])[CH:17]=2)=[C:2]([NH:1][C:40](=[O:41])[C@H:39]([CH3:38])[CH:43]=[CH2:44])[CH:7]=1)=[O:10]. The yield is 0.810.